This data is from Forward reaction prediction with 1.9M reactions from USPTO patents (1976-2016). The task is: Predict the product of the given reaction. (1) Given the reactants [NH2:1][C:2]1[CH:3]=[C:4]2[C:10](Br)=[C:9]([S:12]([C:15]3[CH:20]=[C:19]([F:21])[CH:18]=[C:17]([C:22]#[N:23])[CH:16]=3)(=[O:14])=[O:13])[S:8][C:5]2=[N:6][CH:7]=1.C(O)C.[Cl:27][C:28]1[CH:29]=[C:30](B(O)O)[CH:31]=[CH:32][CH:33]=1.C([O-])([O-])=O.[Na+].[Na+], predict the reaction product. The product is: [NH2:1][C:2]1[CH:3]=[C:4]2[C:10]([C:32]3[CH:31]=[CH:30][CH:29]=[C:28]([Cl:27])[CH:33]=3)=[C:9]([S:12]([C:15]3[CH:20]=[C:19]([F:21])[CH:18]=[C:17]([C:22]#[N:23])[CH:16]=3)(=[O:14])=[O:13])[S:8][C:5]2=[N:6][CH:7]=1. (2) Given the reactants [CH3:1][C:2]1[CH:11]=[CH:10][C:9]2[C:4](=[CH:5][CH:6]=[CH:7][C:8]=2[O:12][C:13]2[CH:18]=[CH:17][CH:16]=[CH:15][CH:14]=2)[N:3]=1.[BH4-].[Na+], predict the reaction product. The product is: [CH3:1][CH:2]1[CH2:11][CH2:10][C:9]2[C:4](=[CH:5][CH:6]=[CH:7][C:8]=2[O:12][C:13]2[CH:18]=[CH:17][CH:16]=[CH:15][CH:14]=2)[NH:3]1. (3) Given the reactants Br[C:2]1[CH:7]=[CH:6][C:5]([CH:8]([CH3:28])[C:9]([C:15]2[CH:16]=[C:17]([F:27])[C:18]3[O:23][CH2:22][C:21](=[O:24])[N:20]([CH3:25])[C:19]=3[CH:26]=2)([OH:14])[C:10]([F:13])([F:12])[F:11])=[C:4]([Cl:29])[CH:3]=1.[F:30][C:31]1[CH:36]=[CH:35][C:34](B(O)O)=[CH:33][C:32]=1[O:40][CH3:41], predict the reaction product. The product is: [Cl:29][C:4]1[CH:3]=[C:2]([C:34]2[CH:35]=[CH:36][C:31]([F:30])=[C:32]([O:40][CH3:41])[CH:33]=2)[CH:7]=[CH:6][C:5]=1[CH:8]([CH3:28])[C:9]([C:15]1[CH:16]=[C:17]([F:27])[C:18]2[O:23][CH2:22][C:21](=[O:24])[N:20]([CH3:25])[C:19]=2[CH:26]=1)([OH:14])[C:10]([F:13])([F:12])[F:11]. (4) Given the reactants Br[C:2]1[CH:14]=[CH:13][C:5]2[S:6][C:7]3[CH:12]=[CH:11][CH:10]=[CH:9][C:8]=3[C:4]=2[CH:3]=1.[C:15]1(B(O)O)[CH:20]=[CH:19][CH:18]=[CH:17][CH:16]=1.C(=O)([O-])[O-].[K+].[K+].C(O)C, predict the reaction product. The product is: [C:15]1([C:2]2[CH:14]=[CH:13][C:5]3[S:6][C:7]4[CH:12]=[CH:11][CH:10]=[CH:9][C:8]=4[C:4]=3[CH:3]=2)[CH:20]=[CH:19][CH:18]=[CH:17][CH:16]=1. (5) Given the reactants [CH3:1][C:2]1([CH3:16])[CH:11](C(O)=O)[C:10]2[C:5](=[CH:6][CH:7]=[CH:8][CH:9]=2)[C:4](=[O:15])[NH:3]1.C([O-])(=[O:19])C.[K+].C([O-])(=O)C.[Pb+4].C([O-])(=O)C.C([O-])(=O)C.C([O-])(=O)C.O[Li].O, predict the reaction product. The product is: [OH:19][CH:11]1[C:10]2[C:5](=[CH:6][CH:7]=[CH:8][CH:9]=2)[C:4](=[O:15])[NH:3][C:2]1([CH3:16])[CH3:1]. (6) Given the reactants [CH3:1][O:2][C:3]([C:5]1[C:13]2[N:12]=[C:11]([NH:14][CH2:15][CH:16]3[CH2:21][CH2:20][NH:19][CH2:18][CH2:17]3)[NH:10][C:9]=2[CH:8]=[CH:7][CH:6]=1)=[O:4].[OH:22][C:23]1[C:30]([Cl:31])=[CH:29][C:28]([Cl:32])=[CH:27][C:24]=1[CH:25]=O.C(O[BH-](OC(=O)C)OC(=O)C)(=O)C.[Na+].CO, predict the reaction product. The product is: [CH3:1][O:2][C:3]([C:5]1[C:13]2[N:12]=[C:11]([NH:14][CH2:15][CH:16]3[CH2:21][CH2:20][N:19]([CH2:25][C:24]4[CH:27]=[C:28]([Cl:32])[CH:29]=[C:30]([Cl:31])[C:23]=4[OH:22])[CH2:18][CH2:17]3)[NH:10][C:9]=2[CH:8]=[CH:7][CH:6]=1)=[O:4]. (7) Given the reactants [Br:1][C:2]1[CH:3]=[C:4]2[C:15](=[CH:16][CH:17]=1)[O:14][C:7]1([CH2:12][CH2:11][CH:10]([OH:13])[CH2:9][CH2:8]1)[CH2:6][C:5]2=[O:18].[O-]S([O-])(=O)=O.[Ca+2].[CH3:25]I, predict the reaction product. The product is: [Br:1][C:2]1[CH:3]=[C:4]2[C:15](=[CH:16][CH:17]=1)[O:14][C:7]1([CH2:8][CH2:9][CH:10]([O:13][CH3:25])[CH2:11][CH2:12]1)[CH2:6][C:5]2=[O:18]. (8) Given the reactants [Cl:1][C:2]1[CH:3]=[CH:4][C:5](F)=[C:6]([CH:9]=1)[CH:7]=[O:8].[N:11]1[N:12]=[CH:13][NH:14][CH:15]=1.C([O-])([O-])=O.[Cs+].[Cs+].CS(C)=O, predict the reaction product. The product is: [Cl:1][C:2]1[CH:3]=[CH:4][C:5]([N:11]2[CH:15]=[N:14][CH:13]=[N:12]2)=[C:6]([CH:9]=1)[CH:7]=[O:8]. (9) Given the reactants [CH3:1][C:2]1[CH:3]=[C:4](/[N:9]=[C:10](/[C:15]2[CH:31]=[CH:30][C:18]3[N:19]=[C:20]([C:22]4[C:27]([CH3:28])=[CH:26][CH:25]=[CH:24][C:23]=4[CH3:29])[NH:21][C:17]=3[CH:16]=2)\[C:11]([F:14])([F:13])[F:12])[CH:5]=[CH:6][C:7]=1[CH3:8].[BH4-].[Na+], predict the reaction product. The product is: [CH3:1][C:2]1[CH:3]=[C:4]([NH:9][CH:10]([C:15]2[CH:31]=[CH:30][C:18]3[N:19]=[C:20]([C:22]4[C:27]([CH3:28])=[CH:26][CH:25]=[CH:24][C:23]=4[CH3:29])[NH:21][C:17]=3[CH:16]=2)[C:11]([F:14])([F:13])[F:12])[CH:5]=[CH:6][C:7]=1[CH3:8].